This data is from CYP2D6 inhibition data for predicting drug metabolism from PubChem BioAssay. The task is: Regression/Classification. Given a drug SMILES string, predict its absorption, distribution, metabolism, or excretion properties. Task type varies by dataset: regression for continuous measurements (e.g., permeability, clearance, half-life) or binary classification for categorical outcomes (e.g., BBB penetration, CYP inhibition). Dataset: cyp2d6_veith. The drug is Nc1ccc(S(=O)(=O)c2ccc(NCN3C(=O)NC(=O)C(=O)C3=O)cc2)cc1. The result is 0 (non-inhibitor).